This data is from Forward reaction prediction with 1.9M reactions from USPTO patents (1976-2016). The task is: Predict the product of the given reaction. (1) Given the reactants [H-].[Na+].[C:3]([O:7][C:8]([N:10]1[CH2:16][C:15]2[CH:17]=[CH:18][CH:19]=[CH:20][C:14]=2[NH:13][C:12](=[O:21])[CH2:11]1)=[O:9])([CH3:6])([CH3:5])[CH3:4].Br[CH2:23][C:24]([O:26][CH2:27][CH3:28])=[O:25].[Cl-].[NH4+], predict the reaction product. The product is: [C:3]([O:7][C:8]([N:10]1[CH2:16][C:15]2[CH:17]=[CH:18][CH:19]=[CH:20][C:14]=2[N:13]([CH2:23][C:24]([O:26][CH2:27][CH3:28])=[O:25])[C:12](=[O:21])[CH2:11]1)=[O:9])([CH3:6])([CH3:4])[CH3:5]. (2) Given the reactants C([C@H]([C@@H](C(OCC)=O)O)O)(OCC)=[O:2].[CH3:15][C:16]1[C:21]([O:22][CH3:23])=[C:20]([CH3:24])[C:19]([CH2:25][S:26][C:27]2[NH:31][C:30]3[CH:32]=[C:33]([O:36][CH3:37])[CH:34]=[CH:35][C:29]=3[N:28]=2)=[N:18][CH:17]=1.C(N(C(C)C)CC)(C)C.[OH-].C1(C(C)C)C=CC=CC=1.[OH-].[Na+], predict the reaction product. The product is: [CH3:15][C:16]1[CH:17]=[N:18][C:19]([CH2:25][S+:26]([O-:2])[C:27]2[NH:28][C:29]3[CH:35]=[CH:34][C:33]([O:36][CH3:37])=[CH:32][C:30]=3[N:31]=2)=[C:20]([CH3:24])[C:21]=1[O:22][CH3:23]. (3) Given the reactants [C:1]([O:5][C:6]([NH:8][C@H:9]1[CH2:13][CH2:12][C@H:11]([C:14]([OH:16])=[O:15])[CH2:10]1)=[O:7])([CH3:4])([CH3:3])[CH3:2].C1C=CC2N(O)N=NC=2C=1.C(Cl)CCl.[F:31][C:32]([F:43])([C:37]1[CH:42]=[CH:41][CH:40]=[CH:39][CH:38]=1)/[C:33](=[N:35]/O)/[NH2:34].C(=O)(O)[O-].[Na+], predict the reaction product. The product is: [NH2:35]/[C:33](=[N:34]\[O:15][C:14]([C@H:11]1[CH2:12][CH2:13][C@H:9]([NH:8][C:6](=[O:7])[O:5][C:1]([CH3:4])([CH3:2])[CH3:3])[CH2:10]1)=[O:16])/[C:32]([F:43])([F:31])[C:37]1[CH:42]=[CH:41][CH:40]=[CH:39][CH:38]=1. (4) Given the reactants [Cl:1][C:2]1[CH:7]=[C:6]([I:8])[CH:5]=[CH:4][C:3]=1[NH:9][C:10]1[CH:18]=[N:17][CH:16]=[CH:15][C:11]=1[C:12]([OH:14])=O.[NH2:19][CH2:20][CH2:21][CH2:22][CH2:23][CH2:24][OH:25], predict the reaction product. The product is: [Cl:1][C:2]1[CH:7]=[C:6]([I:8])[CH:5]=[CH:4][C:3]=1[NH:9][C:10]1[CH:18]=[N:17][CH:16]=[CH:15][C:11]=1[C:12]([NH:19][CH2:20][CH2:21][CH2:22][CH2:23][CH2:24][OH:25])=[O:14]. (5) The product is: [NH2:1][C:2]1[CH:3]=[CH:4][C:5]([CH2:8][CH2:9][CH2:10][C:11]([O:13][CH3:17])=[O:12])=[CH:6][CH:7]=1. Given the reactants [NH2:1][C:2]1[CH:7]=[CH:6][C:5]([CH2:8][CH2:9][CH2:10][C:11]([OH:13])=[O:12])=[CH:4][CH:3]=1.CO.Cl[CH2:17]Cl.C[Si](C=[N+]=[N-])(C)C, predict the reaction product.